From a dataset of Catalyst prediction with 721,799 reactions and 888 catalyst types from USPTO. Predict which catalyst facilitates the given reaction. Reactant: [NH2:1][C:2]1[N:3]=[C:4](Cl)[C:5]2[CH:10]=[CH:9][N:8]([CH2:11][CH:12]3[CH2:17][CH2:16][N:15](C(OC(C)(C)C)=O)[CH2:14][CH2:13]3)[C:6]=2[N:7]=1.[Si]([Br:30])(C)(C)C.C(#N)C.C([O-])(O)=O.[Na+]. Product: [Br:30][C:4]1[C:5]2[CH:10]=[CH:9][N:8]([CH2:11][CH:12]3[CH2:17][CH2:16][NH:15][CH2:14][CH2:13]3)[C:6]=2[N:7]=[C:2]([NH2:1])[N:3]=1. The catalyst class is: 425.